From a dataset of Reaction yield outcomes from USPTO patents with 853,638 reactions. Predict the reaction yield, written as a fraction of the theoretical maximum amount of product (1.0 means a 100% yield; for example, 0.34 means a 34% yield). (1) The reactants are CO[O:3][P:4]([O:9][CH2:10][CH:11]([OH:34])[CH2:12][O:13][C:14]([N:16]1[C:24]2[C:19](=[CH:20][CH:21]=[CH:22][CH:23]=2)/[C:18](=[CH:25]/[C:26]2[NH:27][C:28]([CH3:32])=[CH:29][C:30]=2[CH3:31])/[C:17]1=[O:33])=[O:15])([O:6]OC)=[O:5].C[Si](Br)(C)C. The catalyst is C(#N)C.ClCCl. The product is [OH:34][CH:11]([CH2:10][O:9][P:4]([OH:5])([OH:6])=[O:3])[CH2:12][O:13][C:14]([N:16]1[C:24]2[C:19](=[CH:20][CH:21]=[CH:22][CH:23]=2)/[C:18](=[CH:25]/[C:26]2[NH:27][C:28]([CH3:32])=[CH:29][C:30]=2[CH3:31])/[C:17]1=[O:33])=[O:15]. The yield is 0.620. (2) The reactants are CO.[CH3:3][C:4]1[CH:9]=[CH:8][C:7]([C:10]([C:36]2[CH:41]=[CH:40][C:39]([CH3:42])=[CH:38][CH:37]=2)([OH:35])[CH:11]2[CH2:16][CH2:15][N:14]([CH2:17][CH2:18][CH2:19][CH:20]([C:22]3[CH:27]=[CH:26][C:25]([C:28]([CH3:34])([CH3:33])[C:29]([O:31]C)=[O:30])=[CH:24][CH:23]=3)[OH:21])[CH2:13][CH2:12]2)=[CH:6][CH:5]=1.[OH-].[Na+]. The catalyst is O. The product is [CH3:42][C:39]1[CH:38]=[CH:37][C:36]([C:10]([C:7]2[CH:6]=[CH:5][C:4]([CH3:3])=[CH:9][CH:8]=2)([OH:35])[CH:11]2[CH2:16][CH2:15][N:14]([CH2:17][CH2:18][CH2:19][CH:20]([C:22]3[CH:27]=[CH:26][C:25]([C:28]([CH3:34])([CH3:33])[C:29]([OH:31])=[O:30])=[CH:24][CH:23]=3)[OH:21])[CH2:13][CH2:12]2)=[CH:41][CH:40]=1. The yield is 0.340. (3) The yield is 0.374. The catalyst is ClCCl. The reactants are C(N(CC)CC)C.[OH:8][CH:9]([C:15]1[CH:20]=[CH:19][N:18]=[CH:17][CH:16]=1)[C:10]([CH3:14])([CH3:13])[C:11]#[N:12].[C:21]1([CH3:31])[CH:26]=[CH:25][C:24]([S:27](Cl)(=[O:29])=[O:28])=[CH:23][CH:22]=1. The product is [CH3:13][C:10]([CH3:14])([CH:9]([C:15]1[CH:16]=[CH:17][N:18]=[CH:19][CH:20]=1)[O:8][S:27]([C:24]1[CH:25]=[CH:26][C:21]([CH3:31])=[CH:22][CH:23]=1)(=[O:29])=[O:28])[C:11]#[N:12].